Dataset: Forward reaction prediction with 1.9M reactions from USPTO patents (1976-2016). Task: Predict the product of the given reaction. Given the reactants [CH:1]1(OC(=O)[C@@H](NC(OCC2C=CC=CC=2)=O)COC(C)(C)C)[CH2:5][CH2:4][CH2:3][CH2:2]1.[C:27]([O:31][C:32]([NH:34][C@@H:35]([CH:39]1[CH2:44][CH2:43][CH2:42][CH2:41][CH2:40]1)[C:36]([OH:38])=[O:37])=[O:33])([CH3:30])([CH3:29])[CH3:28], predict the reaction product. The product is: [CH:1]1([O:37][C:36](=[O:38])[C@@H:35]([NH:34][C:32]([O:31][C:27]([CH3:30])([CH3:28])[CH3:29])=[O:33])[CH:39]2[CH2:44][CH2:43][CH2:42][CH2:41][CH2:40]2)[CH2:5][CH2:4][CH2:3][CH2:2]1.